This data is from Full USPTO retrosynthesis dataset with 1.9M reactions from patents (1976-2016). The task is: Predict the reactants needed to synthesize the given product. (1) Given the product [NH:13]1[CH2:12][CH2:11][CH:10]([NH:9][C:4]2[CH:5]=[CH:6][CH:7]=[CH:8][C:3]=2[C:1]#[N:2])[CH2:15][CH2:14]1, predict the reactants needed to synthesize it. The reactants are: [C:1]([C:3]1[CH:8]=[CH:7][CH:6]=[CH:5][C:4]=1[NH:9][CH:10]1[CH2:15][CH2:14][N:13](C(OC(C)(C)C)=O)[CH2:12][CH2:11]1)#[N:2].N1CCC(NC2C=C(C=CC=2)C#N)CC1. (2) Given the product [CH3:12][O:11][C:3]1[CH:4]=[C:5]([N+:8]([O-:10])=[O:9])[CH:6]=[CH:7][C:2]=1[C:15]1[CH:20]=[CH:19][CH:18]=[CH:17][N:16]=1, predict the reactants needed to synthesize it. The reactants are: Br[C:2]1[CH:7]=[CH:6][C:5]([N+:8]([O-:10])=[O:9])=[CH:4][C:3]=1[O:11][CH3:12].Br[Zn][C:15]1[CH:20]=[CH:19][CH:18]=[CH:17][N:16]=1. (3) The reactants are: [CH:1]([C:4]1[CH:9]=[CH:8][CH:7]=[C:6]([CH:10]([CH3:12])[CH3:11])[CH:5]=1)([CH3:3])[CH3:2].[F:13][C:14]1[CH:19]=[CH:18][C:17]([S:20](Cl)(=[O:22])=[O:21])=[CH:16][CH:15]=1.[Cl-].[Al+3].[Cl-].[Cl-]. Given the product [F:13][C:14]1[CH:19]=[CH:18][C:17]([S:20]([C:7]2[CH:8]=[CH:9][C:4]([CH:1]([CH3:3])[CH3:2])=[CH:5][C:6]=2[CH:10]([CH3:12])[CH3:11])(=[O:22])=[O:21])=[CH:16][CH:15]=1, predict the reactants needed to synthesize it. (4) Given the product [Cl:15][C:5]1[CH:4]=[N:3][N:2]([CH3:1])[C:6]=1[C:7]1[CH:8]=[C:9]([C:12]([OH:14])=[O:13])[S:10][CH:11]=1, predict the reactants needed to synthesize it. The reactants are: [CH3:1][N:2]1[C:6]([C:7]2[CH:8]=[C:9]([C:12]([OH:14])=[O:13])[S:10][CH:11]=2)=[CH:5][CH:4]=[N:3]1.[Cl:15]N1C(=O)CCC1=O. (5) Given the product [O:19]=[C:12]1[NH:13][CH2:14][C@H:15]([C:16]([O:18][CH3:24])=[O:17])[N:11]1[C:9]([O:8][CH2:1][C:2]1[CH:7]=[CH:6][CH:5]=[CH:4][CH:3]=1)=[O:10], predict the reactants needed to synthesize it. The reactants are: [CH2:1]([O:8][C:9]([N:11]1[C@@H:15]([C:16]([OH:18])=[O:17])[CH2:14][NH:13][C:12]1=[O:19])=[O:10])[C:2]1[CH:7]=[CH:6][CH:5]=[CH:4][CH:3]=1.S(Cl)(Cl)=O.[CH3:24]O. (6) Given the product [C:15]([O:18][C@@H:19]([CH3:23])[C:20]([NH:14][NH:13][C:11]([C:8]1[CH:9]=[CH:10][C:5]2[O:4][CH:3]=[C:2]([Br:1])[C:6]=2[CH:7]=1)=[O:12])=[O:21])(=[O:17])[CH3:16], predict the reactants needed to synthesize it. The reactants are: [Br:1][C:2]1[C:6]2[CH:7]=[C:8]([C:11]([NH:13][NH2:14])=[O:12])[CH:9]=[CH:10][C:5]=2[O:4][CH:3]=1.[C:15]([O:18][C@@H:19]([CH3:23])[C:20](Cl)=[O:21])(=[O:17])[CH3:16]. (7) The reactants are: C([O:7][CH2:8][CH2:9][CH2:10][C@H:11]1[CH2:15][C:14](=[CH2:16])[C@H:13]([CH2:17][CH2:18][C@H:19]2[CH2:24][C@@H:23]([CH3:25])[C:22](=[CH2:26])[C@@H:21]([CH2:27][C@H:28]3[C@H:32]([CH2:33][S:34]([C:37]4[CH:42]=[CH:41][CH:40]=[CH:39][CH:38]=4)(=[O:36])=[O:35])[C@@H:31]([O:43][CH3:44])[C@@H:30]([CH2:45][C@H:46]([O:56][Si:57]([C:60]([CH3:63])([CH3:62])[CH3:61])([CH3:59])[CH3:58])[CH2:47][O:48][Si:49]([C:52]([CH3:55])([CH3:54])[CH3:53])([CH3:51])[CH3:50])[O:29]3)[O:20]2)[O:12]1)(=O)C(C)(C)C.CC(C[AlH]CC(C)C)C. Given the product [Si:57]([O:56][C@H:46]([CH2:47][O:48][Si:49]([C:52]([CH3:53])([CH3:55])[CH3:54])([CH3:50])[CH3:51])[CH2:45][C@H:30]1[O:29][C@@H:28]([CH2:27][C@H:21]2[O:20][C@@H:19]([CH2:18][CH2:17][C@@H:13]3[O:12][C@@H:11]([CH2:10][CH2:9][CH2:8][OH:7])[CH2:15][C:14]3=[CH2:16])[CH2:24][C@@H:23]([CH3:25])[C:22]2=[CH2:26])[C@H:32]([CH2:33][S:34]([C:37]2[CH:38]=[CH:39][CH:40]=[CH:41][CH:42]=2)(=[O:35])=[O:36])[C@H:31]1[O:43][CH3:44])([C:60]([CH3:61])([CH3:62])[CH3:63])([CH3:59])[CH3:58], predict the reactants needed to synthesize it. (8) Given the product [Br:1][C:2]1[CH:7]=[C:6]([CH2:8][O:9][Si:25]([C:22]([CH3:24])([CH3:23])[CH3:21])([CH3:27])[CH3:26])[C:5]([F:10])=[CH:4][N:3]=1, predict the reactants needed to synthesize it. The reactants are: [Br:1][C:2]1[CH:7]=[C:6]([CH2:8][OH:9])[C:5]([F:10])=[CH:4][N:3]=1.CN(C)C=O.N1C=CN=C1.[CH3:21][C:22]([Si:25](Cl)([CH3:27])[CH3:26])([CH3:24])[CH3:23]. (9) Given the product [CH3:1][N:2]1[C:11]2[C:6](=[CH:7][C:8]3[O:14][CH2:13][O:12][C:9]=3[CH:10]=2)[C:5]([C:15]2[CH:20]=[CH:19][CH:18]=[CH:17][CH:16]=2)=[N:4][C:3]1=[O:21], predict the reactants needed to synthesize it. The reactants are: [CH3:1][N:2]1[C:11]2[C:6](=[CH:7][C:8]3[O:14][CH2:13][O:12][C:9]=3[CH:10]=2)[CH:5]([C:15]2[CH:20]=[CH:19][CH:18]=[CH:17][CH:16]=2)[NH:4][C:3]1=[O:21].[O-][Mn](=O)(=O)=O.[K+].